The task is: Predict the reaction yield, written as a fraction of the theoretical maximum amount of product (1.0 means a 100% yield; for example, 0.34 means a 34% yield).. This data is from Reaction yield outcomes from USPTO patents with 853,638 reactions. (1) The reactants are [CH3:13][C:12]([O:11][C:9](O[C:9]([O:11][C:12]([CH3:15])([CH3:14])[CH3:13])=[O:10])=[O:10])([CH3:15])[CH3:14].[Br:16][C:17]1[CH:18]=[C:19]2[C:23](=[CH:24][CH:25]=1)[NH:22][N:21]=[C:20]2NC. The catalyst is CN(C)C1C=CN=CC=1.CC#N. The product is [Br:16][C:17]1[CH:18]=[C:19]2[C:23](=[CH:24][CH:25]=1)[N:22]([C:9]([O:11][C:12]([CH3:15])([CH3:14])[CH3:13])=[O:10])[N:21]=[C:20]2[C:9]([O:11][C:12]([CH3:13])([CH3:14])[CH3:15])=[O:10]. The yield is 0.875. (2) The reactants are [CH3:1][O:2][C:3]([C@@H:5]1[C@H:10]2[CH2:11][C@H:7]([CH:8]=[CH:9]2)[C@@H:6]1C(O)=O)=[O:4].C([N:17](CC)CC)C.Cl[C:23]([O:25][CH2:26][CH3:27])=[O:24].[N-]=[N+]=[N-].[Na+].[CH2:32](O)[C:33]1C=C[CH:36]=[CH:35][CH:34]=1. The catalyst is O1CCCC1.O.C1C=CC=CC=1.ClCCl. The product is [CH2:26]([O:25][C:23]([NH:17][C@H:6]1[C@@H:7]2[CH2:11][C@@H:10]([CH:9]=[CH:8]2)[C@H:5]1[C:3]([O:2][CH3:1])=[O:4])=[O:24])[C:27]1[CH:36]=[CH:35][CH:34]=[CH:33][CH:32]=1. The yield is 0.780. (3) The reactants are [CH2:1]([C:3]1[CH:8]=[C:7]([O:9][CH2:10][O:11][CH2:12][CH2:13][Si:14]([CH3:17])([CH3:16])[CH3:15])[C:6]([F:18])=[CH:5][C:4]=1[C:19]1[N:24]=[CH:23][C:22]2[CH:25]=[N:26][N:27]([CH:28]3[CH2:33][CH2:32][CH2:31][CH2:30][O:29]3)[C:21]=2[CH:20]=1)[CH3:2].C1C=C(Cl)C=C(C(OO)=[O:42])C=1. The catalyst is C(Cl)Cl. The product is [CH2:1]([C:3]1[CH:8]=[C:7]([O:9][CH2:10][O:11][CH2:12][CH2:13][Si:14]([CH3:17])([CH3:16])[CH3:15])[C:6]([F:18])=[CH:5][C:4]=1[C:19]1[N+:24]([O-:42])=[CH:23][C:22]2[CH:25]=[N:26][N:27]([CH:28]3[CH2:33][CH2:32][CH2:31][CH2:30][O:29]3)[C:21]=2[CH:20]=1)[CH3:2]. The yield is 0.580. (4) The reactants are [N:1]1[CH:6]=[CH:5][CH:4]=[C:3]([CH:7]=[C:8]2[C:13](=[O:14])[CH:12]3[CH2:15][CH2:16][N:9]2[CH2:10][CH2:11]3)[CH:2]=1.C[O-].[Na+].[N+:20]([CH3:23])([O-:22])=[O:21].Cl. The catalyst is CO. The product is [N:1]1[CH:6]=[CH:5][CH:4]=[C:3]([CH:7]([CH:8]2[C:13](=[O:14])[CH:12]3[CH2:11][CH2:10][N:9]2[CH2:16][CH2:15]3)[CH2:23][N+:20]([O-:22])=[O:21])[CH:2]=1. The yield is 0.640. (5) The reactants are [Cl:1][C:2]1[CH:3]=[CH:4][C:5]([NH:8][C:9]([C:11]2[CH:16]=[CH:15][CH:14]=[CH:13][C:12]=2[NH:17][C:18]([C:20]2[CH:25]=[CH:24][C:23]([C:26]3[CH:31]=[CH:30][CH:29]=[CH:28][C:27]=3[C:32]#[N:33])=[CH:22][CH:21]=2)=[O:19])=[O:10])=[N:6][CH:7]=1.[BH4-].[Na+]. The catalyst is CN(C=O)C.[Co](Cl)Cl. The product is [NH2:33][CH2:32][C:27]1[CH:28]=[CH:29][CH:30]=[CH:31][C:26]=1[C:23]1[CH:22]=[CH:21][C:20]([C:18]([NH:17][C:12]2[CH:13]=[CH:14][CH:15]=[CH:16][C:11]=2[C:9](=[O:10])[NH:8][C:5]2[CH:4]=[CH:3][C:2]([Cl:1])=[CH:7][N:6]=2)=[O:19])=[CH:25][CH:24]=1. The yield is 0.430. (6) The reactants are [Br:1][C:2]1[CH:3]=[C:4]([F:11])[C:5]([C:8](O)=[O:9])=[N:6][CH:7]=1.[CH3:12]CN=C=NCCCN(C)C.Cl.C1C=C[C:27]2[N:32]([OH:33])N=NC=2C=1. The catalyst is CN(C=O)C.O. The product is [Br:1][C:2]1[CH:3]=[C:4]([F:11])[C:5]([C:8]([N:32]([O:33][CH3:12])[CH3:27])=[O:9])=[N:6][CH:7]=1. The yield is 0.500. (7) The reactants are [H-].[Al+3].[H-].[H-].[H-].[Al+3].[Li+].[H-].[H-].[H-].C([O:13][CH2:14][C:15]([C:17]1[C:25]2[C:20](=[N:21][CH:22]=[CH:23][C:24]=2[O:26][C:27]2[CH:32]=[CH:31][C:30]([N+:33]([O-])=O)=[CH:29][C:28]=2[F:36])[NH:19][CH:18]=1)=[O:16])=O. The catalyst is COCCOC. The product is [NH2:33][C:30]1[CH:31]=[CH:32][C:27]([O:26][C:24]2[CH:23]=[CH:22][N:21]=[C:20]3[NH:19][CH:18]=[C:17]([CH:15]([OH:16])[CH2:14][OH:13])[C:25]=23)=[C:28]([F:36])[CH:29]=1. The yield is 0.450.